The task is: Predict the reaction yield, written as a fraction of the theoretical maximum amount of product (1.0 means a 100% yield; for example, 0.34 means a 34% yield).. This data is from Reaction yield outcomes from USPTO patents with 853,638 reactions. (1) The reactants are [Cl:1][C:2]1[CH:7]=[CH:6][C:5]([O:8][C:9]2[CH:29]=[CH:28][C:12]([O:13][CH2:14][C@@H:15]3[CH2:19][CH2:18][CH2:17][N:16]3[C:20](=O)[CH2:21][CH2:22][C:23]([O:25][CH3:26])=[O:24])=[CH:11][CH:10]=2)=[CH:4][CH:3]=1. The catalyst is C1COCC1. The product is [Cl:1][C:2]1[CH:3]=[CH:4][C:5]([O:8][C:9]2[CH:29]=[CH:28][C:12]([O:13][CH2:14][C@@H:15]3[CH2:19][CH2:18][CH2:17][N:16]3[CH2:20][CH2:21][CH2:22][C:23]([O:25][CH3:26])=[O:24])=[CH:11][CH:10]=2)=[CH:6][CH:7]=1. The yield is 0.490. (2) The yield is 0.779. No catalyst specified. The reactants are [CH:1]#[CH:2].[C:3]1(=[O:10])[NH:9][CH2:8][CH2:7][CH2:6][CH2:5][CH2:4]1. The product is [CH:1]([N:9]1[CH2:8][CH2:7][CH2:6][CH2:5][CH2:4][C:3]1=[O:10])=[CH2:2].